Dataset: NCI-60 drug combinations with 297,098 pairs across 59 cell lines. Task: Regression. Given two drug SMILES strings and cell line genomic features, predict the synergy score measuring deviation from expected non-interaction effect. (1) Drug 1: CC1C(C(CC(O1)OC2CC(OC(C2O)C)OC3=CC4=CC5=C(C(=O)C(C(C5)C(C(=O)C(C(C)O)O)OC)OC6CC(C(C(O6)C)O)OC7CC(C(C(O7)C)O)OC8CC(C(C(O8)C)O)(C)O)C(=C4C(=C3C)O)O)O)O. Drug 2: CC1C(C(CC(O1)OC2CC(CC3=C2C(=C4C(=C3O)C(=O)C5=C(C4=O)C(=CC=C5)OC)O)(C(=O)CO)O)N)O.Cl. Cell line: OVCAR-8. Synergy scores: CSS=49.7, Synergy_ZIP=3.56, Synergy_Bliss=7.17, Synergy_Loewe=3.50, Synergy_HSA=7.26. (2) Drug 1: CCC1(CC2CC(C3=C(CCN(C2)C1)C4=CC=CC=C4N3)(C5=C(C=C6C(=C5)C78CCN9C7C(C=CC9)(C(C(C8N6C=O)(C(=O)OC)O)OC(=O)C)CC)OC)C(=O)OC)O.OS(=O)(=O)O. Drug 2: CC1=C(C=C(C=C1)NC(=O)C2=CC=C(C=C2)CN3CCN(CC3)C)NC4=NC=CC(=N4)C5=CN=CC=C5. Cell line: MCF7. Synergy scores: CSS=27.9, Synergy_ZIP=5.71, Synergy_Bliss=0.534, Synergy_Loewe=-50.3, Synergy_HSA=-1.99. (3) Drug 1: CCN(CC)CCNC(=O)C1=C(NC(=C1C)C=C2C3=C(C=CC(=C3)F)NC2=O)C. Drug 2: CN(CCCl)CCCl.Cl. Cell line: EKVX. Synergy scores: CSS=7.22, Synergy_ZIP=-3.31, Synergy_Bliss=-2.10, Synergy_Loewe=0.280, Synergy_HSA=-0.355. (4) Synergy scores: CSS=13.9, Synergy_ZIP=-0.736, Synergy_Bliss=4.58, Synergy_Loewe=-0.264, Synergy_HSA=3.52. Drug 2: CN(CC1=CN=C2C(=N1)C(=NC(=N2)N)N)C3=CC=C(C=C3)C(=O)NC(CCC(=O)O)C(=O)O. Drug 1: C1=C(C(=O)NC(=O)N1)N(CCCl)CCCl. Cell line: BT-549. (5) Drug 1: CN1C2=C(C=C(C=C2)N(CCCl)CCCl)N=C1CCCC(=O)O.Cl. Drug 2: C1C(C(OC1N2C=NC(=NC2=O)N)CO)O. Cell line: SF-539. Synergy scores: CSS=1.64, Synergy_ZIP=-1.35, Synergy_Bliss=-2.39, Synergy_Loewe=-4.99, Synergy_HSA=-4.74. (6) Drug 1: CC1=CC2C(CCC3(C2CCC3(C(=O)C)OC(=O)C)C)C4(C1=CC(=O)CC4)C. Drug 2: CNC(=O)C1=NC=CC(=C1)OC2=CC=C(C=C2)NC(=O)NC3=CC(=C(C=C3)Cl)C(F)(F)F. Cell line: NCIH23. Synergy scores: CSS=29.9, Synergy_ZIP=2.08, Synergy_Bliss=3.38, Synergy_Loewe=-25.6, Synergy_HSA=1.30. (7) Drug 1: C1CN1P(=S)(N2CC2)N3CC3. Drug 2: C1=NC(=NC(=O)N1C2C(C(C(O2)CO)O)O)N. Cell line: BT-549. Synergy scores: CSS=38.3, Synergy_ZIP=-7.52, Synergy_Bliss=0.407, Synergy_Loewe=2.90, Synergy_HSA=4.27. (8) Drug 1: CC(C1=C(C=CC(=C1Cl)F)Cl)OC2=C(N=CC(=C2)C3=CN(N=C3)C4CCNCC4)N. Drug 2: C1CN(P(=O)(OC1)NCCCl)CCCl. Cell line: HCT116. Synergy scores: CSS=19.0, Synergy_ZIP=-5.34, Synergy_Bliss=-3.21, Synergy_Loewe=-27.1, Synergy_HSA=-4.33. (9) Drug 1: CC=C1C(=O)NC(C(=O)OC2CC(=O)NC(C(=O)NC(CSSCCC=C2)C(=O)N1)C(C)C)C(C)C. Drug 2: CS(=O)(=O)CCNCC1=CC=C(O1)C2=CC3=C(C=C2)N=CN=C3NC4=CC(=C(C=C4)OCC5=CC(=CC=C5)F)Cl. Cell line: HS 578T. Synergy scores: CSS=70.2, Synergy_ZIP=-3.05, Synergy_Bliss=-0.859, Synergy_Loewe=-59.0, Synergy_HSA=-0.408. (10) Drug 1: CC1=C2C(C(=O)C3(C(CC4C(C3C(C(C2(C)C)(CC1OC(=O)C(C(C5=CC=CC=C5)NC(=O)OC(C)(C)C)O)O)OC(=O)C6=CC=CC=C6)(CO4)OC(=O)C)OC)C)OC. Drug 2: CC1=CC2C(CCC3(C2CCC3(C(=O)C)OC(=O)C)C)C4(C1=CC(=O)CC4)C. Cell line: HOP-92. Synergy scores: CSS=27.5, Synergy_ZIP=6.02, Synergy_Bliss=1.75, Synergy_Loewe=-32.7, Synergy_HSA=-5.00.